From a dataset of Forward reaction prediction with 1.9M reactions from USPTO patents (1976-2016). Predict the product of the given reaction. (1) Given the reactants [S:1]([NH:5][C:6]1[CH:13]=[CH:12][CH:11]=[C:10]([O:14][CH2:15][C@H:16]2[CH2:21][CH2:20][CH2:19][N:18]([C:22](=[O:26])[CH2:23][CH2:24][CH3:25])[CH2:17]2)[C:7]=1[C:8]#[N:9])(=[O:4])(=[O:3])[NH2:2].[OH-].[Na+].Cl, predict the reaction product. The product is: [NH2:9][C:8]1[C:7]2[C:10]([O:14][CH2:15][C@H:16]3[CH2:21][CH2:20][CH2:19][N:18]([C:22](=[O:26])[CH2:23][CH2:24][CH3:25])[CH2:17]3)=[CH:11][CH:12]=[CH:13][C:6]=2[NH:5][S:1](=[O:3])(=[O:4])[N:2]=1. (2) Given the reactants [Cl:1][C:2]1[C:10]2[CH:9]=[C:8]([O:11][CH2:12][C:13]3[CH:18]=[CH:17][C:16]([O:19][CH:20]([CH3:22])[CH3:21])=[C:15]([C:23]([F:26])([F:25])[F:24])[CH:14]=3)[CH:7]=[CH:6][C:5]=2[N:4]2[CH2:27][CH2:28][C@H:29]([CH2:30][C:31]([OH:33])=[O:32])[C:3]=12.[CH3:34][NH:35][CH2:36][C@@H:37]([C@H:39]([C@@H:41]([C@@H:43]([CH2:45][OH:46])[OH:44])[OH:42])[OH:40])[OH:38], predict the reaction product. The product is: [CH3:34][NH:35][CH2:36][C@@H:37]([C@H:39]([C@@H:41]([C@@H:43]([CH2:45][OH:46])[OH:44])[OH:42])[OH:40])[OH:38].[Cl:1][C:2]1[C:10]2[CH:9]=[C:8]([O:11][CH2:12][C:13]3[CH:18]=[CH:17][C:16]([O:19][CH:20]([CH3:22])[CH3:21])=[C:15]([C:23]([F:24])([F:25])[F:26])[CH:14]=3)[CH:7]=[CH:6][C:5]=2[N:4]2[CH2:27][CH2:28][C@H:29]([CH2:30][C:31]([OH:33])=[O:32])[C:3]=12.